Task: Predict the reaction yield, written as a fraction of the theoretical maximum amount of product (1.0 means a 100% yield; for example, 0.34 means a 34% yield).. Dataset: Reaction yield outcomes from USPTO patents with 853,638 reactions (1) The reactants are Cl[C:2]1[N:7]=[C:6]([C:8]2[CH:9]=[N:10][N:11]([CH2:13][C:14]([CH3:17])([OH:16])[CH3:15])[CH:12]=2)[CH:5]=[CH:4][N:3]=1.[NH2:18][C:19]1[CH:20]=[C:21]([C:26]2[S:30][C:29]([C:31]3([OH:35])[CH2:34][CH2:33][CH2:32]3)=[N:28][CH:27]=2)[CH:22]=[C:23]([CH3:25])[CH:24]=1.C(=O)([O-])[O-].[Cs+].[Cs+].CC1(C)C2C(=C(P(C3C=CC=CC=3)C3C=CC=CC=3)C=CC=2)OC2C(P(C3C=CC=CC=3)C3C=CC=CC=3)=CC=CC1=2. The catalyst is O1CCOCC1.C([O-])(=O)C.[Pd+2].C([O-])(=O)C.ClCCl.CO. The product is [OH:16][C:14]([CH3:17])([CH3:15])[CH2:13][N:11]1[CH:12]=[C:8]([C:6]2[CH:5]=[CH:4][N:3]=[C:2]([NH:18][C:19]3[CH:20]=[C:21]([C:26]4[S:30][C:29]([C:31]5([OH:35])[CH2:34][CH2:33][CH2:32]5)=[N:28][CH:27]=4)[CH:22]=[C:23]([CH3:25])[CH:24]=3)[N:7]=2)[CH:9]=[N:10]1. The yield is 0.760. (2) The reactants are Cl[C:2]1[N:10]=[CH:9][C:8]2[NH:7][C:6]3[N:11]=[CH:12][C:13]([C:15]4[CH:20]=[CH:19][C:18]([CH2:21][N:22]5[CH2:27][CH2:26][CH2:25][CH2:24][CH2:23]5)=[CH:17][CH:16]=4)=[CH:14][C:5]=3[C:4]=2[CH:3]=1.[NH2:28][C:29]1[N:34]=[CH:33][C:32](B(O)O)=[CH:31][N:30]=1.ClCCl. The catalyst is C(#N)C.C(=O)([O-])[O-].[K+].[K+]. The product is [NH2:28][C:29]1[N:34]=[CH:33][C:32]([C:2]2[N:10]=[CH:9][C:8]3[NH:7][C:6]4[N:11]=[CH:12][C:13]([C:15]5[CH:20]=[CH:19][C:18]([CH2:21][N:22]6[CH2:27][CH2:26][CH2:25][CH2:24][CH2:23]6)=[CH:17][CH:16]=5)=[CH:14][C:5]=4[C:4]=3[CH:3]=2)=[CH:31][N:30]=1. The yield is 0.140. (3) The catalyst is CN(C=O)C.O. The reactants are Cl[C:2]1[N:7]=[CH:6][N:5]=[C:4]([NH:8][C:9]2[CH:10]=[C:11]([NH:15]C(=O)OC(C)(C)C)[CH:12]=[CH:13][CH:14]=2)[CH:3]=1.[Cl:23][C:24]1[CH:25]=[C:26]([OH:31])[CH:27]=[CH:28][C:29]=1[F:30].C(=O)([O-])[O-].[K+].[K+]. The yield is 0.450. The product is [Cl:23][C:24]1[CH:25]=[C:26]([CH:27]=[CH:28][C:29]=1[F:30])[O:31][C:2]1[N:7]=[CH:6][N:5]=[C:4]([NH:8][C:9]2[CH:14]=[CH:13][CH:12]=[C:11]([NH2:15])[CH:10]=2)[CH:3]=1. (4) The reactants are [Cl:1][C:2]1[CH:10]=[CH:9][C:5]([C:6]([OH:8])=O)=[CH:4][CH:3]=1.Cl.[NH2:12][C:13]([CH3:40])([CH3:39])[C:14]([NH:16][C@H:17]([B:26]1[O:30][C@@H:29]2[CH2:31][C@@H:32]3[CH2:35][C@H:34]([C@:28]2([CH3:38])[O:27]1)[C:33]3([CH3:37])[CH3:36])[CH2:18][C:19]1[CH:24]=[CH:23][CH:22]=[C:21]([CH3:25])[CH:20]=1)=[O:15].C1C=CC2N(O)N=NC=2C=1.CN1CCOCC1.CCN=C=NCCCN(C)C. The catalyst is C(Cl)Cl. The product is [Cl:1][C:2]1[CH:3]=[CH:4][C:5]([C:6]([NH:12][C:13]([CH3:40])([CH3:39])[C:14]([NH:16][C@H:17]([B:26]2[O:30][C@@H:29]3[CH2:31][C@@H:32]4[CH2:35][C@H:34]([C@:28]3([CH3:38])[O:27]2)[C:33]4([CH3:37])[CH3:36])[CH2:18][C:19]2[CH:24]=[CH:23][CH:22]=[C:21]([CH3:25])[CH:20]=2)=[O:15])=[O:8])=[CH:9][CH:10]=1. The yield is 0.770. (5) The reactants are S(Cl)(Cl)=O.CO.[NH2:7][C:8]1[CH:13]=[CH:12][C:11]([CH2:14][CH2:15][C:16]([OH:18])=[O:17])=[CH:10][CH:9]=1.[C:19]([O-])(O)=O.[Na+]. The catalyst is C(OCC)(=O)C. The product is [NH2:7][C:8]1[CH:9]=[CH:10][C:11]([CH2:14][CH2:15][C:16]([O:18][CH3:19])=[O:17])=[CH:12][CH:13]=1. The yield is 0.980. (6) The reactants are [CH3:1][CH:2]([O:4][C:5]1[CH:10]=[CH:9][C:8]([NH:11][C:12]2[NH:16][N:15]=[CH:14][CH:13]=2)=[CH:7][CH:6]=1)[CH3:3].N12CCCN=C1CCCCC2.[C:28]([C:30]1[CH:35]=[CH:34][CH:33]=[CH:32][C:31]=1[C:36]1[CH:41]=[CH:40][C:39]([CH2:42][CH:43]([C:49](=O)[CH2:50][CH2:51][CH3:52])[C:44](OCC)=[O:45])=[CH:38][CH:37]=1)#[N:29].C(OCC)(=O)C. The catalyst is CCN(C1C=CC=CC=1)CC.O. The product is [CH3:3][CH:2]([O:4][C:5]1[CH:6]=[CH:7][C:8]([N:11]2[C:44](=[O:45])[C:43]([CH2:42][C:39]3[CH:40]=[CH:41][C:36]([C:31]4[C:30]([C:28]#[N:29])=[CH:35][CH:34]=[CH:33][CH:32]=4)=[CH:37][CH:38]=3)=[C:49]([CH2:50][CH2:51][CH3:52])[N:16]3[N:15]=[CH:14][CH:13]=[C:12]23)=[CH:9][CH:10]=1)[CH3:1]. The yield is 0.890. (7) The reactants are [CH3:1][O:2][C:3](=[O:43])[C:4]1[CH:9]=[CH:8][C:7]([CH2:10][N:11]2[CH:15]=[C:14]([C:16]3[CH:21]=[CH:20][C:19]([Cl:22])=[CH:18][C:17]=3[Cl:23])[N:13]=[C:12]2/[CH:24]=[CH:25]/[C:26]2[CH:31]=[CH:30][C:29]([C:32]3[CH:37]=[CH:36][C:35]([C:38]([F:41])([F:40])[F:39])=[CH:34][CH:33]=3)=[CH:28][CH:27]=2)=[C:6]([NH2:42])[CH:5]=1.[CH3:44][S:45](Cl)(=[O:47])=[O:46]. No catalyst specified. The product is [CH3:1][O:2][C:3](=[O:43])[C:4]1[CH:9]=[CH:8][C:7]([CH2:10][N:11]2[CH:15]=[C:14]([C:16]3[CH:21]=[CH:20][C:19]([Cl:22])=[CH:18][C:17]=3[Cl:23])[N:13]=[C:12]2/[CH:24]=[CH:25]/[C:26]2[CH:31]=[CH:30][C:29]([C:32]3[CH:37]=[CH:36][C:35]([C:38]([F:39])([F:41])[F:40])=[CH:34][CH:33]=3)=[CH:28][CH:27]=2)=[C:6]([NH:42][S:45]([CH3:44])(=[O:47])=[O:46])[CH:5]=1. The yield is 0.280. (8) The reactants are [Br:1][C:2]1[CH:3]=[C:4]2[C:9](=[CH:10][CH:11]=1)[CH:8]=[C:7]([OH:12])[CH:6]=[CH:5]2.N1C=CN=C1.[CH3:18][C:19]([Si:22](Cl)([CH3:24])[CH3:23])([CH3:21])[CH3:20]. The catalyst is CN(C=O)C. The product is [Br:1][C:2]1[CH:3]=[C:4]2[C:9](=[CH:10][CH:11]=1)[CH:8]=[C:7]([O:12][Si:22]([C:19]([CH3:21])([CH3:20])[CH3:18])([CH3:24])[CH3:23])[CH:6]=[CH:5]2. The yield is 0.760. (9) The reactants are [OH:1][CH:2]1[CH2:15][C@@H:14]2[C@@H:5]([C@@H:6]3[C@@H:11]([CH2:12][CH2:13]2)[CH2:10][C@@:9]2([CH3:20])[C:16](=[O:19])[CH2:17][CH2:18][C@@H:8]2[CH2:7]3)[CH2:4][CH2:3]1.[I-].[CH3:22][S+](C)C.CC(C)([O-])C.[K+]. The catalyst is O. The product is [CH3:20][C@:9]12[C@@:16]3([CH2:22][O:19]3)[CH2:17][CH2:18][C@@H:8]1[CH2:7][C@H:6]1[C@@H:11]([CH2:12][CH2:13][C@H:14]3[C@@H:5]1[CH2:4][CH2:3][C@@H:2]([OH:1])[CH2:15]3)[CH2:10]2. The yield is 0.650.